The task is: Binary Classification. Given a miRNA mature sequence and a target amino acid sequence, predict their likelihood of interaction.. This data is from Experimentally validated miRNA-target interactions with 360,000+ pairs, plus equal number of negative samples. (1) The miRNA is hsa-miR-4286 with sequence ACCCCACUCCUGGUACC. The protein sequence of the target gene is MANAGLQLLGFILAFLGWIGAIVSTALPQWRIYSYAGDNIVTAQAMYEGLWMSCVSQSTGQIQCKVFDSLLNLSSTLQATRALMVVGILLGVIAIFVATVGMKCMKCLEDDEVQKMRMAVIGGAIFLLAGLAILVATAWYGNRIVQEFYDPMTPVNARYEFGQALFTGWAAASLCLLGGALLCCSCPRKTTSYPTPRPYPKPAPSSGKDYV. Result: 1 (interaction). (2) The miRNA is mmu-miR-466l-5p with sequence UUGUGUGUACAUGUACAUGUAU. The protein sequence of the target gene is MSEEQWVSLSSEEFDQLQKYSEYSSKKIKDVLAEFNEGGSLRQYDPHKPISYDVFKLFMRAYLEVDLPQPLSTHLFLAFSQKPRQETPDHPKEGASSSEPNVSDYNSDNAAKADEACAPDTESKTTKTQAPSKELEAAAPWEDPGALASSSDAPVVYLKDVVCYLSLMETGRPQDKLEFMFRLYDSDENGLLDQAEMDQIVSQMLHVAQYLEWDPTELRPILKEMLQGMDYDKDGFVSLQEWINGGMTTIPLLVLLGMDDSGSKGDGRHAWTLKHFKKPTYCNFCRAMLMGVGKQGLCCI.... Result: 1 (interaction). (3) The miRNA is hsa-miR-197-5p with sequence CGGGUAGAGAGGGCAGUGGGAGG. The protein sequence of the target gene is MAAGGSTQQRRREMAAASAAAISGAGRCRLSKIGATRRPPPARVRVAVRLRPFVDGTAGASDPPCVRGMDSCSLEIANWRNHQETLKYQFDAFYGERSTQQDIYAGSVQPILRHLLEGQNASVLAYGPTGAGKTHTMLGSPEQPGVIPRALMDLLQLTREEGAEGRPWALSVTMSYLEIYQEKVLDLLDPASGDLVIREDCRGNILIPGLSQKPISSFADFERHFLPASRNRTVGATRLNQRSSRSHAVLLVKVDQRERLAPFRQREGKLYLIDLAGSEDNRRTGNKGLRLKESGAINTS.... Result: 0 (no interaction). (4) The miRNA is hsa-miR-148a-5p with sequence AAAGUUCUGAGACACUCCGACU. The protein sequence of the target gene is MKEAGQMQNLESARAGRSVSTQTGSMTGQIPRLSKVNLFTLLSLWMELFPAEAQRQKSQKNEEGKHGPLGDNEERTRVSTDKRQVKRTGLVVVKNMKIVGLHCSSEDLHAGQIALIKHGSRLKNCDLYFSRKPCSACLKMIVNAGVNRISYWPADPEISLLTEASSSEDAKLDAKAVERLKSNSRAHVCVLLQPLVCYMVQFVEETSYKCDFIQKITKTLPDANTDFYYECKQERIKEYEMLFLVSNEEMHKQILMTIGLENLCENPYFSNLRQNMKDLILLLATVASSVPNFKHFGFYR.... Result: 1 (interaction). (5) The miRNA is mmu-miR-344-3p with sequence UGAUCUAGCCAAAGCCUGACUGU. The protein sequence of the target gene is MSEDSEVVLQLPSAPVGAGGESLPELSPETATPEPPSSAAVSPGTEEPPGDTKKKIDILLKAVGDTPIMKTKKWAVERTRTIQGLIDFIKKFLKLVASEQLFIYVNQSFAPSPDQEVGTLYECFGSDGKLVLHYCKSQAWG. Result: 0 (no interaction). (6) The miRNA is hsa-miR-5787 with sequence GGGCUGGGGCGCGGGGAGGU. The protein sequence of the target gene is MSADGAEADGSTQVTVEEPVQQPSVVDRVASMPLISSTCDMVSAAYASTKESYPHIKTVCDAAEKGVRTLTAAAVSGAQPILSKLEPQIASASEYAHRGLDKLEENLPILQQPTEKVLADTKELVSSKVSGAQEMVSSAKDTVATQLSEAVDATRGAVQSGVDKTKSVVTGGVQSVMGSRLGQMVLSGVDTVLGKSEEWADNHLPLTDAELARIATSLDGFDVASVQQQRQEQSYFVRLGSLSERLRQHAYEHSLGKLRATKQRAQEALLQLSQVLSLMETVKQGVDQKLVEGQEKLHQM.... Result: 1 (interaction). (7) The miRNA is hsa-miR-7706 with sequence UGAAGCGCCUGUGCUCUGCCGAGA. The protein sequence of the target gene is MPKSGFTKPIQSENSDSDSNMVEKPYGRKSKDKIASYSKTPKIERSDVSKEMKEKSSMKRKLPFTISPSRNEERDSDTDSDPGHTSENWGERLISSYRTYSEKEGPEKKKTKKEAGNKKSTPVSILFGYPLSERKQMALLMQMTARDNSPDSTPNHPSQTTPAQKKTPSSSSRQKDKVNKRNERGETPLHMAAIRGDVKQVKELISLGANVNVKDFAGWTPLHEACNVGYYDVAKILIAAGADVNTQGLDDDTPLHDSASSGHRDIVKLLLRHGGNPFQANKHGERPVDVAETEELELLL.... Result: 0 (no interaction). (8) The miRNA is hsa-miR-1301-3p with sequence UUGCAGCUGCCUGGGAGUGACUUC. The protein sequence of the target gene is MLKPQPLQQPSQPQQPPPTQQAVARRPPGGTSPPNGGLPGPLATSAAPPGPPAAASPCLGPVAAAGSGLRRGAEGILAPQPPPPQQHQERPGAAAIGSARGQSTGKGPPQSPVFEGVYNNSRMLHFLTAVVGSTCDVKVKNGTTYEGIFKTLSSKFELAVDAVHRKASEPAGGPRREDIVDTMVFKPSDVMLVHFRNVDFNYATKDKFTDSAIAMNSKVNGEHKEKVLQRWEGGDSNSDDYDLESDMSNGWDPNEMFKFNEENYGVKTTYDSSLSSYTVPLEKDNSEEFRQRELRAAQLA.... Result: 1 (interaction).